Dataset: Full USPTO retrosynthesis dataset with 1.9M reactions from patents (1976-2016). Task: Predict the reactants needed to synthesize the given product. (1) Given the product [CH3:1][C:2]([CH3:62])([C:46]([N:48]([CH3:65])[C:49](=[O:61])[C:50]1[CH:51]=[CH:52][C:53]([CH2:56][O:57][N+:58]([O-:60])=[O:59])=[CH:54][CH:55]=1)=[O:47])[CH2:3][C@H:4]1[CH2:9][C@H:8]([C:10]2[CH:15]=[CH:14][C:13]([CH2:16][O:17][CH2:18][CH2:19][O:20][CH3:21])=[CH:12][CH:11]=2)[C@@H:7]([O:22][CH2:23][C:24]2[CH:25]=[CH:26][C:27]3[O:32][CH2:31][CH2:30][N:29]([CH2:33][CH2:34][CH2:35][O:36][CH3:37])[C:28]=3[CH:38]=2)[CH2:6][N:5]1[C:39]([O:41][C:42]([CH3:43])([CH3:44])[CH3:45])=[O:40], predict the reactants needed to synthesize it. The reactants are: [CH3:1][C:2]([CH3:62])([C:46]([NH:48][C:49](=[O:61])[C:50]1[CH:55]=[CH:54][C:53]([CH2:56][O:57][N+:58]([O-:60])=[O:59])=[CH:52][CH:51]=1)=[O:47])[CH2:3][C@H:4]1[CH2:9][C@H:8]([C:10]2[CH:15]=[CH:14][C:13]([CH2:16][O:17][CH2:18][CH2:19][O:20][CH3:21])=[CH:12][CH:11]=2)[C@@H:7]([O:22][CH2:23][C:24]2[CH:25]=[CH:26][C:27]3[O:32][CH2:31][CH2:30][N:29]([CH2:33][CH2:34][CH2:35][O:36][CH3:37])[C:28]=3[CH:38]=2)[CH2:6][N:5]1[C:39]([O:41][C:42]([CH3:45])([CH3:44])[CH3:43])=[O:40].[H-].[Na+].[CH3:65]I. (2) Given the product [CH3:24][C:14]1[CH:13]=[C:12]([O:11][CH2:10]/[CH:9]=[C:8](/[C:25]2[CH:30]=[CH:29][C:28]([CH3:31])=[CH:27][CH:26]=2)\[C:5]2[CH:6]=[CH:7][C:2]([C:34]#[C:33][CH2:32][N:35]3[CH2:40][CH2:39][O:38][CH2:37][CH2:36]3)=[CH:3][CH:4]=2)[CH:23]=[CH:22][C:15]=1[O:16][CH2:17][C:18]([O:20][CH3:21])=[O:19], predict the reactants needed to synthesize it. The reactants are: I[C:2]1[CH:7]=[CH:6][C:5](/[C:8](/[C:25]2[CH:30]=[CH:29][C:28]([CH3:31])=[CH:27][CH:26]=2)=[CH:9]\[CH2:10][O:11][C:12]2[CH:23]=[CH:22][C:15]([O:16][CH2:17][C:18]([O:20][CH3:21])=[O:19])=[C:14]([CH3:24])[CH:13]=2)=[CH:4][CH:3]=1.[CH2:32]([N:35]1[CH2:40][CH2:39][O:38][CH2:37][CH2:36]1)[C:33]#[CH:34]. (3) The reactants are: [N:1]1([C:7]2[N:12]=[CH:11][NH:10][C:9](=[O:13])[CH:8]=2)[CH2:6][CH2:5][NH:4][CH2:3][CH2:2]1.[F:14][C:15]1[CH:22]=[C:21]([F:23])[CH:20]=[C:17]([CH:18]=O)[C:16]=1[OH:24]. Given the product [F:14][C:15]1[C:16]([OH:24])=[C:17]([CH:20]=[C:21]([F:23])[CH:22]=1)[CH2:18][N:4]1[CH2:5][CH2:6][N:1]([C:7]2[N:12]=[CH:11][NH:10][C:9](=[O:13])[CH:8]=2)[CH2:2][CH2:3]1, predict the reactants needed to synthesize it. (4) Given the product [CH2:1]([C:4]1[CH:5]=[CH:6][C:7]([CH2:10][CH2:11][C:12]2[C:13]([C:21]3[CH:26]=[CH:25][C:24]([CH2:27][CH2:28][CH2:29][CH2:30][CH3:31])=[CH:23][CH:22]=3)=[C:14]([F:20])[C:15]([F:19])=[C:16]([CH3:18])[CH:17]=2)=[CH:8][CH:9]=1)[CH2:2][CH3:3], predict the reactants needed to synthesize it. The reactants are: [CH2:1]([C:4]1[CH:9]=[CH:8][C:7]([CH:10]=[CH:11][C:12]2[C:13]([C:21]3[CH:26]=[CH:25][C:24]([CH2:27][CH2:28][CH2:29][CH2:30][CH3:31])=[CH:23][CH:22]=3)=[C:14]([F:20])[C:15]([F:19])=[C:16]([CH3:18])[CH:17]=2)=[CH:6][CH:5]=1)[CH2:2][CH3:3].[H][H].